This data is from Retrosynthesis with 50K atom-mapped reactions and 10 reaction types from USPTO. The task is: Predict the reactants needed to synthesize the given product. (1) Given the product O=C(O)c1cnn2c1NCC=C2c1cccc(C(F)(F)F)c1, predict the reactants needed to synthesize it. The reactants are: CCOC(=O)c1cnn2c1NCC=C2c1cccc(C(F)(F)F)c1. (2) Given the product CC(Cc1ccc(OCCN2CCCCC2)cc1)(C(=O)O)S(=O)(=O)c1ccc(Br)cc1, predict the reactants needed to synthesize it. The reactants are: CCOC(=O)C(C)(Cc1ccc(OCCN2CCCCC2)cc1)S(=O)(=O)c1ccc(Br)cc1. (3) Given the product CCCCCCCCC1(C(=O)Nc2c(OC)ccc3ncccc23)SCCCS1, predict the reactants needed to synthesize it. The reactants are: CCCCCCCCC1(C(=O)O)SCCCS1.COc1ccc2ncccc2c1N. (4) Given the product CS(=O)(=O)Nc1cccc(-c2nnc(N)nc2-c2ccccc2)c1, predict the reactants needed to synthesize it. The reactants are: CC1(C)OB(c2cccc(NS(C)(=O)=O)c2)OC1(C)C.Nc1nnc(Br)c(-c2ccccc2)n1. (5) Given the product Cc1cc(C=O)cc(C(F)(F)F)c1, predict the reactants needed to synthesize it. The reactants are: Cc1cc(CO)cc(C(F)(F)F)c1. (6) Given the product COC(=O)CS(=O)(=O)N(C)C(c1ccccc1)c1ccccc1, predict the reactants needed to synthesize it. The reactants are: CNC(c1ccccc1)c1ccccc1.COC(=O)CS(=O)(=O)Cl. (7) Given the product O=S(=O)(c1ccc(F)cc1)n1ccc2ccccc21, predict the reactants needed to synthesize it. The reactants are: O=S(=O)(Cl)c1ccc(F)cc1.c1ccc2[nH]ccc2c1. (8) Given the product COc1c(O)cccc1O, predict the reactants needed to synthesize it. The reactants are: CI.Oc1cccc(O)c1O.